From a dataset of Forward reaction prediction with 1.9M reactions from USPTO patents (1976-2016). Predict the product of the given reaction. (1) Given the reactants [C:1]([C:3]1[C:8]([OH:9])=[C:7]([O:10][CH3:11])[CH:6]=[C:5]([C:12]#[N:13])[C:4]=1[C:14]1[CH:19]=[CH:18][C:17]([C:20]([OH:22])=O)=[CH:16][CH:15]=1)#[N:2].[CH2:23]([NH2:27])[CH2:24][CH2:25][CH3:26].Cl.CN(C)CCCN=C=NCC.CCN(C(C)C)C(C)C.O.ON1C2C=CC=CC=2N=N1.[OH-].[Na+], predict the reaction product. The product is: [CH2:23]([NH:27][C:20]([C:17]1[CH:18]=[CH:19][C:14]([C:4]2[C:5]([C:12]#[N:13])=[CH:6][C:7]([O:10][CH3:11])=[C:8]([OH:9])[C:3]=2[C:1]#[N:2])=[CH:15][CH:16]=1)=[O:22])[CH2:24][CH2:25][CH3:26]. (2) Given the reactants [CH3:1][N:2]([CH2:10][C:11]1[CH:15]=[C:14]([C:16]2[CH:17]=[N:18][CH:19]=[CH:20][C:21]=2[CH3:22])[N:13]([S:23]([C:26]2[CH:27]=[N:28][CH:29]=[CH:30][CH:31]=2)(=[O:25])=[O:24])[CH:12]=1)C(=O)[O:4][C:5]([CH3:8])(C)C.[C:32]([O:35]CC)(=[O:34])[CH3:33].Cl.C[OH:40], predict the reaction product. The product is: [C:5]([OH:4])(=[O:40])/[CH:8]=[CH:33]/[C:32]([OH:35])=[O:34].[CH3:1][NH:2][CH2:10][C:11]1[CH:15]=[C:14]([C:16]2[CH:17]=[N:18][CH:19]=[CH:20][C:21]=2[CH3:22])[N:13]([S:23]([C:26]2[CH:27]=[N:28][CH:29]=[CH:30][CH:31]=2)(=[O:24])=[O:25])[CH:12]=1. (3) Given the reactants Br[C:2]1[C:3](=[O:15])[N:4]([C@@H:9]([CH2:12][O:13][CH3:14])[CH2:10][CH3:11])[CH:5]=[C:6]([Br:8])[N:7]=1.[Cl:16][C:17]1[CH:18]=[C:19]2[C:23](=[C:24]([Cl:26])[CH:25]=1)[NH:22][CH2:21][CH2:20]2, predict the reaction product. The product is: [Br:8][C:6]1[N:7]=[C:2]([N:22]2[C:23]3[C:19](=[CH:18][C:17]([Cl:16])=[CH:25][C:24]=3[Cl:26])[CH2:20][CH2:21]2)[C:3](=[O:15])[N:4]([C@@H:9]([CH2:12][O:13][CH3:14])[CH2:10][CH3:11])[CH:5]=1. (4) Given the reactants [C:1]([C:4]1[C:13]([N:14]2[CH2:19][CH2:18][N:17]([C:20]([O:22][CH3:23])=[O:21])[CH2:16][CH2:15]2)=[C:12]2[C:7]([CH:8]=[CH:9][CH:10]=[N:11]2)=[C:6]([Cl:24])[CH:5]=1)(=O)[CH3:2].C([O-])(=O)C.[NH4+].C([BH3-])#[N:31].[Na+].O1CCCC1, predict the reaction product. The product is: [NH2:31][CH:1]([C:4]1[C:13]([N:14]2[CH2:19][CH2:18][N:17]([C:20]([O:22][CH3:23])=[O:21])[CH2:16][CH2:15]2)=[C:12]2[C:7]([CH:8]=[CH:9][CH:10]=[N:11]2)=[C:6]([Cl:24])[CH:5]=1)[CH3:2]. (5) Given the reactants [F:1][C:2]([F:31])([F:30])[CH2:3][O:4][C:5]1[CH:10]=[C:9]([O:11][CH2:12][C:13]([F:16])([F:15])[F:14])[N:8]=[C:7]([NH:17][C:18](=[O:29])[NH:19][C:20]2[S:21][C:22]([C:25]([F:28])([F:27])[F:26])=[CH:23][CH:24]=2)[N:6]=1.[H-].[Na+].[CH3:34][O:35][CH2:36]Br.O, predict the reaction product. The product is: [CH3:34][O:35][CH2:36][N:17]([C:7]1[N:6]=[C:5]([O:4][CH2:3][C:2]([F:1])([F:30])[F:31])[CH:10]=[C:9]([O:11][CH2:12][C:13]([F:16])([F:15])[F:14])[N:8]=1)[C:18](=[O:29])[NH:19][C:20]1[S:21][C:22]([C:25]([F:26])([F:27])[F:28])=[CH:23][CH:24]=1. (6) Given the reactants Br.[CH3:2][C@@:3]1([C:9]([F:12])([F:11])[F:10])[CH2:7][NH:6][C:5](=[NH:8])[NH:4]1.C[O-].[Na+].F[CH:17]([C:23](OCC)=[O:24])[C:18](OCC)=[O:19].Cl, predict the reaction product. The product is: [OH:24][C:23]1[N:8]=[C:5]2[NH:4][C@:3]([CH3:2])([C:9]([F:12])([F:10])[F:11])[CH2:7][N:6]2[C:18](=[O:19])[CH:17]=1. (7) Given the reactants [F:1][C:2]1[CH:7]=[CH:6][C:5]([C:8]([C:12]2[CH:17]=[CH:16][C:15]([F:18])=[CH:14][CH:13]=2)=[CH:9][C:10]#[N:11])=[CH:4][CH:3]=1, predict the reaction product. The product is: [F:1][C:2]1[CH:7]=[CH:6][C:5]([CH:8]([C:12]2[CH:13]=[CH:14][C:15]([F:18])=[CH:16][CH:17]=2)[CH2:9][C:10]#[N:11])=[CH:4][CH:3]=1. (8) Given the reactants O.[NH2:2][NH2:3].CS[C:6]1[N:11]=[C:10]([NH2:12])[N:9]=[C:8]([NH2:13])[C:7]=1[N:14]=[O:15], predict the reaction product. The product is: [NH:2]([C:6]1[N:11]=[C:10]([NH2:12])[N:9]=[C:8]([NH2:13])[C:7]=1[N:14]=[O:15])[NH2:3]. (9) Given the reactants C1C2C(=CC=CC=2)C=CC=1C1N=CN=C([N:17]2[CH2:21][CH2:20][C@@H:19]([NH2:22])[CH2:18]2)C=1.C(=O)(OC1CCN([C:31]2[CH:36]=[C:35]([C:37]3[CH:46]=[CH:45][C:44]4[C:39](=[CH:40][CH:41]=[CH:42][CH:43]=4)[CH:38]=3)[N:34]=[CH:33][N:32]=2)[C@@H]1C(C)(C)C)N.[F:52][C:53]([F:58])([F:57])[C:54]([OH:56])=[O:55].[CH2:59](Cl)Cl, predict the reaction product. The product is: [CH3:59][N:22]([C@@H:19]1[CH2:20][CH2:21][N:17]([C:33]2[N:34]=[C:35]([C:37]3[CH:46]=[CH:45][C:44]4[C:39](=[CH:40][CH:41]=[CH:42][CH:43]=4)[CH:38]=3)[CH:36]=[CH:31][N:32]=2)[CH2:18]1)[C:54](=[O:56])[CH3:53].[F:52][C:53]([F:58])([F:57])[C:54]([OH:56])=[O:55].